From a dataset of Retrosynthesis with 50K atom-mapped reactions and 10 reaction types from USPTO. Predict the reactants needed to synthesize the given product. (1) Given the product CCn1cc(C(=O)O)c(=O)c2cc(Cl)c(N3CCN(C4OC(=O)c5ccccc54)CC3)cc21, predict the reactants needed to synthesize it. The reactants are: CCn1cc(C(=O)O)c(=O)c2cc(Cl)c(N3CCNCC3)cc21.O=C1OC(O)c2ccccc21. (2) The reactants are: COc1cc(Cl)c(I)cc1[N+](=O)[O-]. Given the product COc1cc(Cl)c(I)cc1N, predict the reactants needed to synthesize it. (3) Given the product CC(C)N(CCNC(=O)CN1CCCC1=O)C(C)C, predict the reactants needed to synthesize it. The reactants are: CC(C)N(CCN)C(C)C.CCOC(=O)CN1CCCC1=O.